From a dataset of Forward reaction prediction with 1.9M reactions from USPTO patents (1976-2016). Predict the product of the given reaction. Given the reactants [F:1][C:2]1[C:29]([O:30][CH3:31])=[CH:28][C:27]([O:32][CH3:33])=[C:26]([F:34])[C:3]=1[CH2:4][O:5][C:6]1[CH:7]=[N:8][C:9]([NH:12][C:13]2[N:17](C3CCCCO3)[N:16]=[C:15]([CH2:24]O)[CH:14]=2)=[N:10][CH:11]=1.C(N(CC)CC)C.[Cl:42]CCl.CS(Cl)(=O)=O, predict the reaction product. The product is: [Cl:42][CH2:24][C:15]1[CH:14]=[C:13]([NH:12][C:9]2[N:8]=[CH:7][C:6]([O:5][CH2:4][C:3]3[C:2]([F:1])=[C:29]([O:30][CH3:31])[CH:28]=[C:27]([O:32][CH3:33])[C:26]=3[F:34])=[CH:11][N:10]=2)[NH:17][N:16]=1.